This data is from Full USPTO retrosynthesis dataset with 1.9M reactions from patents (1976-2016). The task is: Predict the reactants needed to synthesize the given product. (1) Given the product [C:17]([O:16][C:14]([N:11]1[CH2:12][CH2:13][N:8]([C:7]2[C:2](=[O:21])[NH:3][CH:4]=[CH:5][N:6]=2)[CH2:9][CH2:10]1)=[O:15])([CH3:20])([CH3:19])[CH3:18], predict the reactants needed to synthesize it. The reactants are: Cl[C:2]1[C:7]([N:8]2[CH2:13][CH2:12][N:11]([C:14]([O:16][C:17]([CH3:20])([CH3:19])[CH3:18])=[O:15])[CH2:10][CH2:9]2)=[N:6][CH:5]=[CH:4][N:3]=1.[OH-:21].[Na+].O. (2) Given the product [CH2:1]([O:3][C:4](=[O:28])[C:5]([O:8][C:9]1[CH:14]=[CH:13][C:12]([O:15][C:16]2[CH:21]=[CH:20][C:19]([NH2:22])=[C:18]([C:25]#[N:26])[CH:17]=2)=[CH:11][C:10]=1[CH3:27])([CH3:6])[CH3:7])[CH3:2], predict the reactants needed to synthesize it. The reactants are: [CH2:1]([O:3][C:4](=[O:28])[C:5]([O:8][C:9]1[CH:14]=[CH:13][C:12]([O:15][C:16]2[CH:21]=[CH:20][C:19]([N+:22]([O-])=O)=[C:18]([C:25]#[N:26])[CH:17]=2)=[CH:11][C:10]=1[CH3:27])([CH3:7])[CH3:6])[CH3:2]. (3) Given the product [Cl:12][C:10]1[CH:11]=[C:6]([NH:25][CH2:26][CH:27]2[CH2:32][CH2:31][O:30][CH2:29][CH2:28]2)[C:7]2[N:8]([CH:13]=[CH:14][N:15]=2)[N:9]=1, predict the reactants needed to synthesize it. The reactants are: C(O)C.Cl.Br[C:6]1[C:7]2[N:8]([CH:13]=[CH:14][N:15]=2)[N:9]=[C:10]([Cl:12])[CH:11]=1.CCN(C(C)C)C(C)C.[NH2:25][CH2:26][CH:27]1[CH2:32][CH2:31][O:30][CH2:29][CH2:28]1. (4) Given the product [Cl:1][C:2]1[CH:3]=[CH:4][C:5]([O:32][CH3:33])=[C:6]([NH:8][C:9](=[O:31])[CH2:10][N:11]2[C:15]3[CH2:16][NH:17][CH2:18][CH2:19][C:14]=3[C:13]([C:27]([F:30])([F:29])[F:28])=[N:12]2)[CH:7]=1, predict the reactants needed to synthesize it. The reactants are: [Cl:1][C:2]1[CH:3]=[CH:4][C:5]([O:32][CH3:33])=[C:6]([NH:8][C:9](=[O:31])[CH2:10][N:11]2[C:15]3[CH2:16][N:17](C(OC(C)(C)C)=O)[CH2:18][CH2:19][C:14]=3[C:13]([C:27]([F:30])([F:29])[F:28])=[N:12]2)[CH:7]=1.FC(F)(F)C(O)=O. (5) Given the product [CH:4]1([CH2:7][C@@H:8]2[O:12][CH2:13][C:14]3=[N:15][O:16][CH2:11][C@@H:10]3[CH2:9]2)[CH2:5][CH2:6]1, predict the reactants needed to synthesize it. The reactants are: Cl[O-].[Na+].[CH:4]1([CH2:7][CH:8]([O:12][CH2:13]/[CH:14]=[N:15]/[OH:16])[CH2:9][CH:10]=[CH2:11])[CH2:6][CH2:5]1.C(N(CC)CC)C. (6) Given the product [O:35]=[C:12]([NH:13][CH2:14][C:15]1[N:16]=[N:17][N:18]([C:20]2[CH:25]=[CH:24][C:23]([S:26]([N:29]3[CH2:34][CH2:33][CH2:32][CH2:31][CH2:30]3)(=[O:28])=[O:27])=[CH:22][CH:21]=2)[CH:19]=1)[C@@H:11]([NH:10][C:9]([C@H:8]1[O:7][C@@H:6]1[C:4]([OH:5])=[O:3])=[O:42])[CH2:36][C:37]1[N:38]=[CH:39][S:40][CH:41]=1, predict the reactants needed to synthesize it. The reactants are: C([O:3][C:4]([C@@H:6]1[C@@H:8]([C:9](=[O:42])[NH:10][C@@H:11]([CH2:36][C:37]2[N:38]=[CH:39][S:40][CH:41]=2)[C:12](=[O:35])[NH:13][CH2:14][C:15]2[N:16]=[N:17][N:18]([C:20]3[CH:25]=[CH:24][C:23]([S:26]([N:29]4[CH2:34][CH2:33][CH2:32][CH2:31][CH2:30]4)(=[O:28])=[O:27])=[CH:22][CH:21]=3)[CH:19]=2)[O:7]1)=[O:5])C.[Li+].[OH-]. (7) Given the product [C:1]([NH:4][C:5]1[CH:10]=[C:9]([C:11]2[N:12]([CH2:27][O:28][CH2:29][CH2:30][Si:31]([CH3:32])([CH3:34])[CH3:33])[C:13]([C:24]([NH2:36])=[O:25])=[C:14]([C:16]3[CH:21]=[CH:20][C:19]([Cl:22])=[CH:18][C:17]=3[Cl:23])[N:15]=2)[CH:8]=[CH:7][N:6]=1)(=[O:3])[CH3:2], predict the reactants needed to synthesize it. The reactants are: [C:1]([NH:4][C:5]1[CH:10]=[C:9]([C:11]2[N:12]([CH2:27][O:28][CH2:29][CH2:30][Si:31]([CH3:34])([CH3:33])[CH3:32])[C:13]([C:24](O)=[O:25])=[C:14]([C:16]3[CH:21]=[CH:20][C:19]([Cl:22])=[CH:18][C:17]=3[Cl:23])[N:15]=2)[CH:8]=[CH:7][N:6]=1)(=[O:3])[CH3:2].C[N:36](C(ON1N=NC2C=CC=CC1=2)=[N+](C)C)C.[B-](F)(F)(F)F.N.O1CCOCC1.